Dataset: Reaction yield outcomes from USPTO patents with 853,638 reactions. Task: Predict the reaction yield, written as a fraction of the theoretical maximum amount of product (1.0 means a 100% yield; for example, 0.34 means a 34% yield). The reactants are [C:1]([C:5]1[O:9][C:8](=[O:10])[O:7][C:6]=1[CH2:11]O)([CH3:4])([CH3:3])[CH3:2].C(Br)(Br)(Br)[Br:14].C1(P(C2C=CC=CC=2)C2C=CC=CC=2)C=CC=CC=1. The catalyst is C(Cl)Cl. The product is [Br:14][CH2:11][C:6]1[O:7][C:8](=[O:10])[O:9][C:5]=1[C:1]([CH3:4])([CH3:3])[CH3:2]. The yield is 0.790.